From a dataset of Full USPTO retrosynthesis dataset with 1.9M reactions from patents (1976-2016). Predict the reactants needed to synthesize the given product. (1) Given the product [CH3:7][C:4]1[S:3][C:2]2=[N:1][CH:18]=[C:12]([C:13]([O:15][CH2:16][CH3:17])=[O:14])[C:11](=[O:10])[N:6]2[CH:5]=1, predict the reactants needed to synthesize it. The reactants are: [NH2:1][C:2]1[S:3][C:4]([CH3:7])=[CH:5][N:6]=1.C([O:10][CH:11]=[C:12]([C:18](OCC)=O)[C:13]([O:15][CH2:16][CH3:17])=[O:14])C. (2) Given the product [N:21]1[CH:22]=[CH:23][CH:24]=[CH:25][C:20]=1[CH2:19][O:18][C:10]1[CH:9]=[C:8]([C:6]2[N:7]=[C:2]([OH:28])[CH:3]=[N:4][CH:5]=2)[C:17]2[CH2:16][CH2:15][CH2:14][CH2:13][C:12]=2[N:11]=1, predict the reactants needed to synthesize it. The reactants are: Cl[C:2]1[N:7]=[C:6]([C:8]2[C:17]3[CH2:16][CH2:15][CH2:14][CH2:13][C:12]=3[N:11]=[C:10]([O:18][CH2:19][C:20]3[CH:25]=[CH:24][CH:23]=[CH:22][N:21]=3)[CH:9]=2)[CH:5]=[N:4][CH:3]=1.[OH-].[K+].[O:28]1CCOCC1. (3) Given the product [C:1]([C:5]1[CH:24]=[C:8]2[N:9]=[C:10]([CH3:23])[C:11]([CH:14]([CH2:19][CH2:20][O:21][CH3:22])[C:15]([O:17][CH3:18])=[O:16])=[C:12]([C:26]3[CH:31]=[CH:30][C:29]([CH3:32])=[CH:28][CH:27]=3)[N:7]2[N:6]=1)([CH3:4])([CH3:3])[CH3:2], predict the reactants needed to synthesize it. The reactants are: [C:1]([C:5]1[CH:24]=[C:8]2[N:9]=[C:10]([CH3:23])[C:11]([CH:14]([CH2:19][CH2:20][O:21][CH3:22])[C:15]([O:17][CH3:18])=[O:16])=[C:12](Cl)[N:7]2[N:6]=1)([CH3:4])([CH3:3])[CH3:2].B(O)(O)[C:26]1[CH:27]=[CH:28][C:29]([CH3:32])=[CH:30][CH:31]=1.C(N(C(C)C)CC)(C)C. (4) Given the product [C:1]([O:5][C:6]([N:8]1[CH2:13][C@H:12]2[C@H:10]([CH2:11]2)[C@H:9]1[CH2:14][NH:15][C:23]([C:22]1[N:18]([CH2:16][CH3:17])[N:19]=[C:20]([CH3:26])[CH:21]=1)=[O:24])=[O:7])([CH3:4])([CH3:3])[CH3:2], predict the reactants needed to synthesize it. The reactants are: [C:1]([O:5][C:6]([N:8]1[CH2:13][C@H:12]2[C@H:10]([CH2:11]2)[C@H:9]1[CH2:14][NH2:15])=[O:7])([CH3:4])([CH3:3])[CH3:2].[CH2:16]([N:18]1[C:22]([C:23](O)=[O:24])=[CH:21][C:20]([CH3:26])=[N:19]1)[CH3:17]. (5) Given the product [C:21]([C:18]1[CH:17]=[CH:16][C:15]([CH2:14][CH2:13][CH:9]([CH2:10][OH:11])[CH2:8][CH2:7][CH2:6][CH2:5][C:4]([O:3][CH2:1][CH3:2])=[O:23])=[CH:20][CH:19]=1)#[N:22], predict the reactants needed to synthesize it. The reactants are: [CH2:1]([O:3][C:4](=[O:23])[CH2:5][CH2:6][CH2:7][CH2:8][CH:9]([CH2:13][CH2:14][C:15]1[CH:20]=[CH:19][C:18]([C:21]#[N:22])=[CH:17][CH:16]=1)[C:10](O)=[O:11])[CH3:2].C(=O)(O)[O-].[Na+]. (6) Given the product [I:21][C:5]1[CH:4]=[C:3]([O:2][CH3:1])[N:8]=[CH:7][C:6]=1[NH:9][C:10](=[O:15])[C:11]([CH3:12])([CH3:14])[CH3:13], predict the reactants needed to synthesize it. The reactants are: [CH3:1][O:2][C:3]1[N:8]=[CH:7][C:6]([NH:9][C:10](=[O:15])[C:11]([CH3:14])([CH3:13])[CH3:12])=[CH:5][CH:4]=1.[Li]C(C)(C)C.[I:21]I.